This data is from Forward reaction prediction with 1.9M reactions from USPTO patents (1976-2016). The task is: Predict the product of the given reaction. (1) Given the reactants [Br:1][C:2]1[CH:7]=[CH:6][CH:5]=[CH:4][C:3]=1[OH:8].C(=O)([O-])[O-].[K+].[K+].Br[CH:16]([CH3:18])[CH3:17], predict the reaction product. The product is: [Br:1][C:2]1[CH:7]=[CH:6][CH:5]=[CH:4][C:3]=1[O:8][CH:16]([CH3:18])[CH3:17]. (2) Given the reactants Cl.[CH3:2][O:3][CH2:4][CH2:5][N:6]([CH2:11][C:12]1[CH:20]=[CH:19][C:15]([C:16]([OH:18])=O)=[CH:14][CH:13]=1)[CH2:7][CH2:8][O:9][CH3:10].C(N(CC)C(C)C)(C)C.O.ON1C2C=CC=CC=2N=N1.Cl.CN(C)CCCN=C=NCC.O.Cl.Cl.[NH2:56][CH2:57][C:58]1[NH:59][C:60]2[CH:66]=[CH:65][CH:64]=[CH:63][C:61]=2[N:62]=1.C([O-])(O)=O.[Na+], predict the reaction product. The product is: [NH:59]1[C:60]2[CH:66]=[CH:65][CH:64]=[CH:63][C:61]=2[N:62]=[C:58]1[CH2:57][NH:56][C:16](=[O:18])[C:15]1[CH:14]=[CH:13][C:12]([CH2:11][N:6]([CH2:5][CH2:4][O:3][CH3:2])[CH2:7][CH2:8][O:9][CH3:10])=[CH:20][CH:19]=1. (3) The product is: [C:1]([NH:4][CH:5]([CH:28]([C:29]1[CH:34]=[CH:33][CH:32]=[CH:31][CH:30]=1)[C:22]1[CH:27]=[CH:26][CH:25]=[CH:24][CH:23]=1)[C:6]([OH:8])=[O:7])(=[O:3])[CH3:2]. Given the reactants [C:1]([NH:4][CH:5](C(OCC)=O)[C:6]([O:8]CC)=[O:7])(=[O:3])[CH3:2].CC(C)([O-])C.[K+].[C:22]1([C:28](Cl)(Cl)[C:29]2[CH:34]=[CH:33][CH:32]=[CH:31][CH:30]=2)[CH:27]=[CH:26][CH:25]=[CH:24][CH:23]=1.[I-].[K+].[OH-].[Na+], predict the reaction product. (4) Given the reactants [CH:1]([C:4]1[CH:5]=[CH:6][C:7]([O:33][CH3:34])=[C:8]([C:10]2[CH:15]=[CH:14][C:13]([C:16]([F:19])([F:18])[F:17])=[CH:12][C:11]=2[CH2:20][N:21]2[CH2:25][C@@H:24]([C:26]3[CH:31]=[CH:30][CH:29]=[CH:28][CH:27]=3)[NH:23][C:22]2=[O:32])[CH:9]=1)([CH3:3])[CH3:2].CI.[CH3:37][Si]([N-][Si](C)(C)C)(C)C.[K+].O, predict the reaction product. The product is: [CH:1]([C:4]1[CH:5]=[CH:6][C:7]([O:33][CH3:34])=[C:8]([C:10]2[CH:15]=[CH:14][C:13]([C:16]([F:17])([F:18])[F:19])=[CH:12][C:11]=2[CH2:20][N:21]2[CH2:25][C@@H:24]([C:26]3[CH:31]=[CH:30][CH:29]=[CH:28][CH:27]=3)[N:23]([CH3:37])[C:22]2=[O:32])[CH:9]=1)([CH3:3])[CH3:2]. (5) Given the reactants [H-].[Na+].[I-].[CH3:4][S+](C)(C)=O.[CH3:9][C:10]1[CH:25]=[C:13]2[C:14](/[CH:18]=[CH:19]/[C:20]([O:22][CH2:23][CH3:24])=[O:21])=[CH:15][CH:16]=[CH:17][N:12]2[N:11]=1.O, predict the reaction product. The product is: [CH3:9][C:10]1[CH:25]=[C:13]2[C:14]([C@@H:18]3[CH2:4][C@H:19]3[C:20]([O:22][CH2:23][CH3:24])=[O:21])=[CH:15][CH:16]=[CH:17][N:12]2[N:11]=1. (6) Given the reactants [Cl:1][C:2]1[CH:3]=[C:4]2[C:9](=[CH:10][C:11]=1[O:12][CH3:13])[NH:8][C:7](=[O:14])[C:6]([CH:15]([NH:17]S(C(C)(C)C)=O)[CH3:16])=[CH:5]2.Cl, predict the reaction product. The product is: [ClH:1].[NH2:17][CH:15]([C:6]1[C:7](=[O:14])[NH:8][C:9]2[C:4]([CH:5]=1)=[CH:3][C:2]([Cl:1])=[C:11]([O:12][CH3:13])[CH:10]=2)[CH3:16]. (7) Given the reactants [Li+].CC([N-]C(C)C)C.[F:9][C:10]1[CH:11]=[C:12]2[C:16](=[CH:17][CH:18]=1)[N:15]([C:19]([O:21][C:22]([CH3:25])([CH3:24])[CH3:23])=[O:20])[CH:14]=[CH:13]2.N#N.[B:28](OC)([O:31]C)[O:29]C, predict the reaction product. The product is: [C:22]([O:21][C:19]([N:15]1[C:16]2[C:12](=[CH:11][C:10]([F:9])=[CH:18][CH:17]=2)[CH:13]=[C:14]1[B:28]([OH:31])[OH:29])=[O:20])([CH3:25])([CH3:24])[CH3:23]. (8) Given the reactants C(OCC(=O)C[N:8]([S:15]([C:18]1[CH:23]=[CH:22][CH:21]=[CH:20][C:19]=1[N+:24]([O-:26])=[O:25])(=[O:17])=[O:16])[CH2:9][C:10]([O:12][CH2:13][CH3:14])=[O:11])(=O)C.C(=O)([O-])[O-].[K+].[K+].[I-].[Na+].C(OCC(CCl)=O)(=O)C, predict the reaction product. The product is: [N+:24]([C:19]1[CH:20]=[CH:21][CH:22]=[CH:23][C:18]=1[S:15]([NH:8][CH2:9][C:10]([O:12][CH2:13][CH3:14])=[O:11])(=[O:17])=[O:16])([O-:26])=[O:25]. (9) Given the reactants [CH3:1][C:2]1([CH3:66])[C@@H:5]([C:6]([O:8][C@H:9]2[CH2:26][CH2:25][C@@:24]3([CH3:27])[C@@H:11]([CH2:12][CH2:13][C@:14]4([CH3:53])[C@@H:23]3[CH2:22][CH2:21][C@H:20]3[C@@:15]4([CH3:52])[CH2:16][CH2:17][C@@:18]4([C:34]([N:36]5[CH2:40][CH2:39][CH2:38][C@H:37]5[C:41]5[NH:42][C:43]([C:46]6[CH:51]=[CH:50][CH:49]=[CH:48][CH:47]=6)=[CH:44][N:45]=5)=[O:35])[CH2:30][CH2:29][C@@H:28]([CH:31]([CH3:33])[CH3:32])[C@@H:19]43)[C:10]2([CH3:55])[CH3:54])=[O:7])[CH2:4][C@H:3]1[C:56]([O:58]CC1C=CC=CC=1)=[O:57], predict the reaction product. The product is: [CH:31]([C@H:28]1[C@@H:19]2[C@@H:20]3[C@@:15]([CH3:52])([CH2:16][CH2:17][C@@:18]2([C:34]([N:36]2[CH2:40][CH2:39][CH2:38][C@H:37]2[C:41]2[NH:42][C:43]([C:46]4[CH:47]=[CH:48][CH:49]=[CH:50][CH:51]=4)=[CH:44][N:45]=2)=[O:35])[CH2:30][CH2:29]1)[C@@:14]1([CH3:53])[C@@H:23]([C@:24]2([CH3:27])[C@@H:11]([CH2:12][CH2:13]1)[C:10]([CH3:54])([CH3:55])[C@@H:9]([O:8][C:6]([C@H:5]1[CH2:4][C@@H:3]([C:56]([OH:58])=[O:57])[C:2]1([CH3:1])[CH3:66])=[O:7])[CH2:26][CH2:25]2)[CH2:22][CH2:21]3)([CH3:33])[CH3:32]. (10) Given the reactants [C:1]1([CH3:14])[CH:6]=[CH:5][C:4]([O:7][CH2:8][C:9]([O:11][CH2:12][CH3:13])=[O:10])=[CH:3][CH:2]=1.[CH2:15](C1C=CC(O)=CC=1)C.BrCC(OCC)=O.C(=O)([O-])[O-].[K+].[K+], predict the reaction product. The product is: [CH2:14]([C:1]1[CH:6]=[CH:5][C:4]([O:7][CH2:8][C:9]([O:11][CH2:12][CH3:13])=[O:10])=[CH:3][CH:2]=1)[CH3:15].